Task: Predict the reaction yield, written as a fraction of the theoretical maximum amount of product (1.0 means a 100% yield; for example, 0.34 means a 34% yield).. Dataset: Reaction yield outcomes from USPTO patents with 853,638 reactions (1) The reactants are Cl.[C:2](OC)(OC)([O:4][CH3:5])[CH3:3].[NH2:10][C:11]1[C:12]([NH:30]C)=[N:13][C:14](OC)=[CH:15][C:16]=1[NH:17][CH2:18][C:19]1[C:24]([CH3:25])=[CH:23][CH:22]=[CH:21][C:20]=1[CH2:26][CH3:27].O.[CH2:33](O)C. No catalyst specified. The product is [CH2:26]([C:20]1[CH:21]=[CH:22][CH:23]=[C:24]([CH3:25])[C:19]=1[CH2:18][NH:17][C:16]1[CH:3]=[C:2]([O:4][CH3:5])[N:30]=[C:12]2[N:13]([CH3:33])[C:14]([CH3:15])=[N:10][C:11]=12)[CH3:27]. The yield is 0.380. (2) The reactants are [Cl:1][C:2]1[CH:3]=[C:4]([CH:8]=[C:9]([Cl:12])[C:10]=1[OH:11])[C:5]([OH:7])=O.[NH:13]1[CH2:18][CH2:17][CH2:16][C@@H:15]2[C:19]3[CH:20]=[CH:21][CH:22]=[CH:23][C:24]=3[CH2:25][C@H:14]12.F[P-](F)(F)(F)(F)F.N1(OC(N(C)C)=[N+](C)C)C2N=CC=CC=2N=N1. No catalyst specified. The product is [Cl:12][C:9]1[CH:8]=[C:4]([C:5]([N:13]2[CH2:18][CH2:17][CH2:16][C@@H:15]3[C:19]4[CH:20]=[CH:21][CH:22]=[CH:23][C:24]=4[CH2:25][C@H:14]23)=[O:7])[CH:3]=[C:2]([Cl:1])[C:10]=1[OH:11]. The yield is 0.320. (3) The reactants are [F:1][C:2]1[CH:7]=[CH:6][C:5]([NH:8][C:9]2[C:10]3[CH2:18][CH2:17][NH:16][CH2:15][C:11]=3[N:12]=[CH:13][N:14]=2)=[CH:4][CH:3]=1.Cl[C:20]1[C:25]([Cl:26])=[CH:24][CH:23]=[CH:22][N:21]=1.C(N(CC)C(C)C)(C)C. The catalyst is O1CCOCC1.CN(C)C(=O)C. The product is [Cl:26][C:25]1[C:20]([N:16]2[CH2:17][CH2:18][C:10]3[C:9]([NH:8][C:5]4[CH:4]=[CH:3][C:2]([F:1])=[CH:7][CH:6]=4)=[N:14][CH:13]=[N:12][C:11]=3[CH2:15]2)=[N:21][CH:22]=[CH:23][CH:24]=1. The yield is 0.300. (4) The reactants are [CH:1]1([C:4]2[NH:8][C:7]3[C:9]([C:14]([OH:16])=O)=[CH:10][CH:11]=[C:12]([OH:13])[C:6]=3[N:5]=2)[CH2:3][CH2:2]1.[NH2:17][CH:18]1[CH2:22][CH2:21][N:20](C(OC(C)(C)C)=O)[CH2:19]1. No catalyst specified. The product is [CH:1]1([C:4]2[NH:8][C:7]3[C:9]([C:14]([NH:17][CH:18]4[CH2:22][CH2:21][NH:20][CH2:19]4)=[O:16])=[CH:10][CH:11]=[C:12]([OH:13])[C:6]=3[N:5]=2)[CH2:2][CH2:3]1. The yield is 0.270. (5) The reactants are S1CCNC1.CC1(C)S[C@@H]2[C@H](NC(COC3C=CC=CC=3)=O)[C:13](=[O:14])N2[C@H]1C(O)=O.[CH3:30][C:31]1([CH3:55])[S:37][C@H:36]2[N:33]([C:34](=[O:50])[C@H:35]2[NH:38][C:39](=[O:49])[CH:40]([O:42][C:43]2[CH:48]=[CH:47][CH:46]=[CH:45][CH:44]=2)C)[C@H:32]1[C:51]([O:53][CH3:54])=[O:52].[CH2:56]([NH2:63])[C:57]1[CH:62]=[CH:61][CH:60]=[CH:59][CH:58]=1. The catalyst is O.C(Cl)Cl. The product is [CH3:13][O:14][C:60]1[CH:61]=[CH:62][C:57]([CH2:56][NH:63][C:34](=[O:50])[C@H:35]([C@@H:36]2[NH:33][C@@H:32]([C:51]([O:53][CH3:54])=[O:52])[C:31]([CH3:30])([CH3:55])[S:37]2)[NH:38][C:39](=[O:49])[CH2:40][O:42][C:43]2[CH:44]=[CH:45][CH:46]=[CH:47][CH:48]=2)=[CH:58][CH:59]=1. The yield is 0.550. (6) The reactants are [F:1][C:2]([F:14])([C:10]([F:13])([F:12])[F:11])[CH2:3][CH2:4][CH2:5][CH2:6][CH2:7][CH2:8][OH:9].C(N(CC)CC)C.[CH3:22][S:23](Cl)(=[O:25])=[O:24].C(OCC)(=O)C.CCCCCC. The catalyst is ClCCl.O. The product is [CH3:22][S:23]([O:9][CH2:8][CH2:7][CH2:6][CH2:5][CH2:4][CH2:3][C:2]([F:14])([F:1])[C:10]([F:11])([F:12])[F:13])(=[O:25])=[O:24]. The yield is 0.890.